This data is from Forward reaction prediction with 1.9M reactions from USPTO patents (1976-2016). The task is: Predict the product of the given reaction. (1) Given the reactants [NH:1]=[C:2]([C:10]1[N:11]=[CH:12][N:13]2[C:18](=[O:19])[N:17]([CH3:20])[N:16]=[N:15][C:14]=12)[S:3][CH2:4][C:5](=O)[C:6](O)=[O:7].ClC(OCC(C)C)=O.C([N:31](CC)CC)C.N, predict the reaction product. The product is: [CH3:20][N:17]1[C:18](=[O:19])[N:13]2[CH:12]=[N:11][C:10]([C:2]3[S:3][CH:4]=[C:5]([C:6]([NH2:31])=[O:7])[N:1]=3)=[C:14]2[N:15]=[N:16]1. (2) Given the reactants [Br:1][C:2]1[CH:3]=[C:4]([C:11]#[N:12])[C:5]2[CH:6]=[N:7][NH:8][C:9]=2[CH:10]=1.[H-].[Na+].[C:15]1([S:21](Cl)(=[O:23])=[O:22])[CH:20]=[CH:19][CH:18]=[CH:17][CH:16]=1, predict the reaction product. The product is: [Br:1][C:2]1[CH:3]=[C:4]([C:11]#[N:12])[C:5]2[CH:6]=[N:7][N:8]([S:21]([C:15]3[CH:20]=[CH:19][CH:18]=[CH:17][CH:16]=3)(=[O:23])=[O:22])[C:9]=2[CH:10]=1. (3) The product is: [N:36]1([CH2:35][CH2:34][CH2:33][C:16]2[CH:15]=[C:14]([O:13][CH2:12][CH2:11][CH2:10][CH2:9][OH:8])[CH:19]=[C:18]([O:20][CH2:21][CH2:22][CH2:23][CH2:24][OH:25])[CH:17]=2)[CH2:41][CH2:40][CH2:39][CH2:38][CH2:37]1. Given the reactants [Si]([O:8][CH2:9][CH2:10][CH2:11][CH2:12][O:13][C:14]1[CH:15]=[C:16]([CH2:33][CH2:34][CH2:35][N:36]2[CH2:41][CH2:40][CH2:39][CH2:38][CH2:37]2)[CH:17]=[C:18]([O:20][CH2:21][CH2:22][CH2:23][CH2:24][O:25][Si](C(C)(C)C)(C)C)[CH:19]=1)(C(C)(C)C)(C)C.Cl, predict the reaction product. (4) Given the reactants Br[C:2]1[CH:3]=[C:4]([N:8]2[C:16]3[CH:15]=[CH:14][N:13]=[C:12]([NH:17][CH:18]4[CH2:20][CH2:19]4)[C:11]=3[C:10]([C:21]([O:23][CH3:24])=[O:22])=[N:9]2)[CH:5]=[CH:6][CH:7]=1.[C:25]([C@:27]1([OH:34])[CH2:31][CH2:30][N:29]([CH3:32])[C:28]1=[O:33])#[CH:26], predict the reaction product. The product is: [CH:18]1([NH:17][C:12]2[C:11]3[C:10]([C:21]([O:23][CH3:24])=[O:22])=[N:9][N:8]([C:4]4[CH:5]=[CH:6][CH:7]=[C:2]([C:26]#[C:25][C@:27]5([OH:34])[CH2:31][CH2:30][N:29]([CH3:32])[C:28]5=[O:33])[CH:3]=4)[C:16]=3[CH:15]=[CH:14][N:13]=2)[CH2:20][CH2:19]1. (5) Given the reactants [NH2:1][C:2]1[N:7]=[C:6]([C:8]2[CH:15]=[CH:14][C:11]([C:12]#[N:13])=[C:10](F)[CH:9]=2)[CH:5]=[C:4]([N:17]2[CH2:22][CH2:21][O:20][CH:19]([C:23]3[NH:24][CH:25]=[C:26]([C:28]4[CH:33]=[CH:32][CH:31]=[C:30]([O:34][CH3:35])[CH:29]=4)[N:27]=3)[CH2:18]2)[N:3]=1.[NH2:36][NH2:37], predict the reaction product. The product is: [NH2:1][C:2]1[N:7]=[C:6]([C:8]2[CH:9]=[C:10]3[C:11]([C:12]([NH2:13])=[N:36][NH:37]3)=[CH:14][CH:15]=2)[CH:5]=[C:4]([N:17]2[CH2:22][CH2:21][O:20][CH:19]([C:23]3[NH:24][CH:25]=[C:26]([C:28]4[CH:33]=[CH:32][CH:31]=[C:30]([O:34][CH3:35])[CH:29]=4)[N:27]=3)[CH2:18]2)[N:3]=1. (6) Given the reactants [CH:1](=O)[CH3:2].[NH2:4][C:5]1[S:6][C:7]([S:10]([C:13]2[CH:18]=[CH:17][C:16]([N+:19]([O-:21])=[O:20])=[CH:15][CH:14]=2)(=[O:12])=[O:11])=[CH:8][N:9]=1.CO[C:24](=[O:35])[C:25](=[O:34])[CH2:26][C:27]([C:29]1[O:30][CH:31]=[CH:32][CH:33]=1)=[O:28], predict the reaction product. The product is: [O:30]1[CH:31]=[CH:32][CH:33]=[C:29]1[C:27]([C:26]1[CH:1]([CH3:2])[N:4]([C:5]2[S:6][C:7]([S:10]([C:13]3[CH:14]=[CH:15][C:16]([N+:19]([O-:21])=[O:20])=[CH:17][CH:18]=3)(=[O:11])=[O:12])=[CH:8][N:9]=2)[C:24](=[O:35])[C:25]=1[OH:34])=[O:28]. (7) Given the reactants [Br:1][C:2]1[CH:7]=[CH:6][C:5]([C:8]2[O:12][N:11]=[C:10]([CH3:13])[C:9]=2[CH:14]2[CH2:16][O:15]2)=[CH:4][CH:3]=1.[C@@H:17]1([NH2:26])[C:25]2[C:20](=[CH:21][CH:22]=[CH:23][CH:24]=2)[CH2:19][CH2:18]1, predict the reaction product. The product is: [Br:1][C:2]1[CH:7]=[CH:6][C:5]([C:8]2[O:12][N:11]=[C:10]([CH3:13])[C:9]=2[CH:14]([OH:15])[CH2:16][NH:26][C@@H:17]2[C:25]3[C:20](=[CH:21][CH:22]=[CH:23][CH:24]=3)[CH2:19][CH2:18]2)=[CH:4][CH:3]=1.